From a dataset of CYP2C9 inhibition data for predicting drug metabolism from PubChem BioAssay. Regression/Classification. Given a drug SMILES string, predict its absorption, distribution, metabolism, or excretion properties. Task type varies by dataset: regression for continuous measurements (e.g., permeability, clearance, half-life) or binary classification for categorical outcomes (e.g., BBB penetration, CYP inhibition). Dataset: cyp2c9_veith. (1) The drug is CN1CCN(c2nc(-c3ccc4c(c3)OCO4)nc3ccccc23)CC1. The result is 0 (non-inhibitor). (2) The drug is CSc1nsc(SCc2ccc(Cl)cc2)n1. The result is 1 (inhibitor).